This data is from Reaction yield outcomes from USPTO patents with 853,638 reactions. The task is: Predict the reaction yield, written as a fraction of the theoretical maximum amount of product (1.0 means a 100% yield; for example, 0.34 means a 34% yield). (1) The reactants are Cl[CH2:2][CH2:3][O:4][C:5]1[CH:14]=[C:13]2[C:8]([C:9]([O:15][C:16]3[CH:21]=[CH:20][C:19]([CH3:22])=[CH:18][C:17]=3[C:23]([C:25]3[CH:30]=[CH:29][CH:28]=[CH:27][CH:26]=3)=[O:24])=[CH:10][CH:11]=[N:12]2)=[CH:7][C:6]=1[O:31][CH3:32].[CH3:33][N:34]1[CH2:39][CH2:38][NH:37][CH2:36][CH2:35]1.C(=O)([O-])[O-].[K+].[K+].O. The catalyst is CN(C)C=O. The product is [CH3:32][O:31][C:6]1[CH:7]=[C:8]2[C:13](=[CH:14][C:5]=1[O:4][CH2:3][CH2:2][N:37]1[CH2:38][CH2:39][N:34]([CH3:33])[CH2:35][CH2:36]1)[N:12]=[CH:11][CH:10]=[C:9]2[O:15][C:16]1[CH:21]=[CH:20][C:19]([CH3:22])=[CH:18][C:17]=1[C:23]([C:25]1[CH:30]=[CH:29][CH:28]=[CH:27][CH:26]=1)=[O:24]. The yield is 0.520. (2) The reactants are FC(F)(F)C(O)=O.[Cl:8][C:9]1[CH:10]=[C:11]([CH:16]2[C:20]([C:23]3[CH:28]=[CH:27][C:26]([Cl:29])=[CH:25][C:24]=3[F:30])([C:21]#[N:22])[CH:19]([CH2:31][C:32]([CH3:35])([CH3:34])[CH3:33])[NH:18][CH:17]2[C:36](O)=[O:37])[CH:12]=[CH:13][C:14]=1[F:15].CC1(C)[O:44][C@H:43]([CH2:45][CH2:46][NH2:47])[CH2:42][O:41]1.CN(C(ON1N=NC2C=CC=NC1=2)=[N+](C)C)C.F[P-](F)(F)(F)(F)F.CCN(C(C)C)C(C)C.Cl. The catalyst is C(Cl)Cl.O1CCCC1. The product is [OH:44][C@@H:43]([CH2:42][OH:41])[CH2:45][CH2:46][NH:47][C:36]([CH:17]1[CH:16]([C:11]2[CH:12]=[CH:13][C:14]([F:15])=[C:9]([Cl:8])[CH:10]=2)[C:20]([C:23]2[CH:28]=[CH:27][C:26]([Cl:29])=[CH:25][C:24]=2[F:30])([C:21]#[N:22])[CH:19]([CH2:31][C:32]([CH3:35])([CH3:33])[CH3:34])[NH:18]1)=[O:37]. The yield is 0.740. (3) The product is [N:10]1([CH2:9][CH2:8][CH2:7][N:6]=[C:4]=[N:3][CH2:1][CH3:2])[CH2:14][CH2:13][CH2:12][CH2:11]1. The yield is 0.670. The reactants are [CH2:1]([NH:3][C:4]([NH:6][CH2:7][CH2:8][CH2:9][N:10]1[CH2:14][CH2:13][CH2:12][CH2:11]1)=O)[CH3:2].C(N(CC)CC)C.C1(C)C=CC(S(Cl)(=O)=O)=CC=1. The catalyst is ClCCl. (4) The reactants are [Cl:1][C:2]1[CH:38]=[CH:37][C:5]([CH2:6][C:7]2[C:15]3[C:14](=[O:16])[N:13]([CH2:17][CH2:18][C:19](OCC)=[O:20])[C:12](=[O:24])[N:11]([CH3:25])[C:10]=3[S:9][C:8]=2[C:26]2[CH:31]=[CH:30][CH:29]=[C:28]([O:32][C:33]([F:36])([F:35])[F:34])[CH:27]=2)=[CH:4][CH:3]=1.[BH4-].[Na+]. The catalyst is CCO. The product is [Cl:1][C:2]1[CH:38]=[CH:37][C:5]([CH2:6][C:7]2[C:15]3[C:14](=[O:16])[N:13]([CH2:17][CH2:18][CH2:19][OH:20])[C:12](=[O:24])[N:11]([CH3:25])[C:10]=3[S:9][C:8]=2[C:26]2[CH:31]=[CH:30][CH:29]=[C:28]([O:32][C:33]([F:34])([F:35])[F:36])[CH:27]=2)=[CH:4][CH:3]=1. The yield is 0.297. (5) The reactants are [F:1][C:2]1[C:3](=[N:20][C:21](=[O:23])[CH3:22])[NH:4][C:5](=[O:19])[N:6]([S:8]([C:11]2[CH:16]=[CH:15][C:14]([O:17][CH3:18])=[CH:13][CH:12]=2)(=[O:10])=[O:9])[CH:7]=1.[CH3:24]N(C)C=O.C(=O)([O-])[O-].[Li+].[Li+].IC. The catalyst is ClCCl. The product is [F:1][C:2]1[C:3](=[N:20][C:21](=[O:23])[CH3:22])[N:4]([CH3:24])[C:5](=[O:19])[N:6]([S:8]([C:11]2[CH:12]=[CH:13][C:14]([O:17][CH3:18])=[CH:15][CH:16]=2)(=[O:9])=[O:10])[CH:7]=1. The yield is 0.572. (6) The reactants are [Cl:1][C@H:2]1[C@H:6]([CH2:7]/[CH:8]=[CH:9]\[CH2:10][CH2:11][CH2:12][C:13]([O:15][CH2:16][CH:17]=[CH2:18])=[O:14])[C@@H:5]([CH2:19][OH:20])[C@H:4]([O:21][CH:22]2[CH2:27][CH2:26][CH2:25][CH2:24][O:23]2)[CH2:3]1.C1C=C[NH+]=CC=1.[O-][Cr](Cl)(=O)=O.C([O-])(=O)C.[Na+]. The catalyst is ClCCl. The product is [Cl:1][C@H:2]1[C@H:6]([CH2:7]/[CH:8]=[CH:9]\[CH2:10][CH2:11][CH2:12][C:13]([O:15][CH2:16][CH:17]=[CH2:18])=[O:14])[C@@H:5]([CH:19]=[O:20])[C@H:4]([O:21][CH:22]2[CH2:27][CH2:26][CH2:25][CH2:24][O:23]2)[CH2:3]1. The yield is 0.720. (7) The reactants are [Br:1][C:2]1[CH:3]=[N:4][C:5]([C:8](Cl)=[O:9])=[N:6][CH:7]=1.C(N(CC)C(C)C)(C)C.[N:20]1([C:26]([O:28][C:29]([CH3:32])([CH3:31])[CH3:30])=[O:27])[CH2:25][CH2:24][NH:23][CH2:22][CH2:21]1.O. The catalyst is CN(C=O)C. The product is [Br:1][C:2]1[CH:3]=[N:4][C:5]([C:8]([N:23]2[CH2:22][CH2:21][N:20]([C:26]([O:28][C:29]([CH3:32])([CH3:31])[CH3:30])=[O:27])[CH2:25][CH2:24]2)=[O:9])=[N:6][CH:7]=1. The yield is 0.810.